This data is from Full USPTO retrosynthesis dataset with 1.9M reactions from patents (1976-2016). The task is: Predict the reactants needed to synthesize the given product. (1) The reactants are: N.F[C:3](F)(F)[C:4]([NH:6][CH2:7][CH2:8][CH2:9][N:10]([CH3:28])[CH2:11][CH2:12][CH2:13][NH:14][C:15]1[N:16]=[N+:17]([O-:27])[C:18]2[CH:25]=[C:24]([CH3:26])[CH:23]=[CH:22][C:19]=2[N+:20]=1[O-:21])=[O:5].N1(C(C2[CH:39]=[CH:40][CH:41]=[C:42]3[C:47]=2[N:46]=[C:45]([C:48]2[CH:53]=[CH:52][N:51]=[CH:50][CH:49]=2)[CH:44]=[CH:43]3)=O)C=CN=C1. Given the product [CH3:28][N:10]([CH2:11][CH2:12][CH2:13][NH:14][C:15]1[N:16]=[N+:17]([O-:27])[C:18]2[CH:25]=[C:24]([CH3:26])[CH:23]=[CH:22][C:19]=2[N+:20]=1[O-:21])[CH2:9][CH2:8][CH2:7][NH:6][C:4]([C:3]1[CH:39]=[CH:40][CH:41]=[C:42]2[C:47]=1[N:46]=[C:45]([C:48]1[CH:53]=[CH:52][N:51]=[CH:50][CH:49]=1)[CH:44]=[CH:43]2)=[O:5], predict the reactants needed to synthesize it. (2) Given the product [Br:29][C:12]1[CH:13]=[CH:14][C:9]([NH:8][C:6]2[CH:5]=[CH:4][C:3]([C:20]([C:22]3[CH:27]=[CH:26][CH:25]=[CH:24][C:23]=3[CH3:28])=[O:21])=[C:2]([Cl:1])[CH:7]=2)=[C:10]([CH2:15][O:16][CH2:17][CH2:18][OH:19])[CH:11]=1, predict the reactants needed to synthesize it. The reactants are: [Cl:1][C:2]1[CH:7]=[C:6]([NH:8][C:9]2[CH:14]=[CH:13][CH:12]=[CH:11][C:10]=2[CH2:15][O:16][CH2:17][CH2:18][OH:19])[CH:5]=[CH:4][C:3]=1[C:20]([C:22]1[CH:27]=[CH:26][CH:25]=[CH:24][C:23]=1[CH3:28])=[O:21].[BrH:29].[OH-].[Na+]. (3) Given the product [N+:5]([C:8]1[CH:9]=[C:10]([CH:14]=[CH:15][CH:16]=1)[C:11]([Cl:3])=[O:12])([O-:7])=[O:6], predict the reactants needed to synthesize it. The reactants are: S(Cl)([Cl:3])=O.[N+:5]([C:8]1[CH:9]=[C:10]([CH:14]=[CH:15][CH:16]=1)[C:11](O)=[O:12])([O-:7])=[O:6]. (4) Given the product [Cl:1][C:2]1[S:10][C:9]2[S:8](=[O:11])(=[O:12])[NH:7][CH2:6][C:5]([C:16]3[CH:15]=[CH:14][C:23]4[C:18](=[CH:19][CH:20]=[CH:21][CH:22]=4)[CH:17]=3)([OH:13])[C:4]=2[CH:3]=1, predict the reactants needed to synthesize it. The reactants are: [Cl:1][C:2]1[S:10][C:9]2[S:8](=[O:12])(=[O:11])[NH:7][CH2:6][C:5](=[O:13])[C:4]=2[CH:3]=1.[CH:14]1[C:23]2[C:18](=[CH:19][CH:20]=[CH:21][CH:22]=2)[CH:17]=[CH:16][C:15]=1[Mg]Br. (5) Given the product [CH3:19][O:18][C:11]1[C:12]([O:16][CH3:17])=[CH:13][CH:14]=[CH:15][C:10]=1[CH2:9][O:8][C:4]1[CH:5]=[N:6][CH:7]=[C:2]([N:32]2[CH2:37][CH2:36][NH:35][CH2:34][CH2:33]2)[N:3]=1, predict the reactants needed to synthesize it. The reactants are: Cl[C:2]1[CH:7]=[N:6][CH:5]=[C:4]([O:8][CH2:9][C:10]2[CH:15]=[CH:14][CH:13]=[C:12]([O:16][CH3:17])[C:11]=2[O:18][CH3:19])[N:3]=1.COC1C(OC)=CC=CC=1CO.[NH:32]1[CH2:37][CH2:36][NH:35][CH2:34][CH2:33]1.C([O-])([O-])=O.[K+].[K+].O=[O+][O-].